This data is from Full USPTO retrosynthesis dataset with 1.9M reactions from patents (1976-2016). The task is: Predict the reactants needed to synthesize the given product. (1) Given the product [CH3:24][O:23][C:21]1[CH:20]=[CH:19][C:15]2[N:16]=[C:17]([CH3:18])[C:12]3[N:13]([C:9]([C:4]4[CH:3]=[C:2]([CH:7]=[CH:6][CH:5]=4)[C:28]([N:27]([CH3:39])[CH3:26])=[O:29])=[N:10][C:11]=3[CH3:25])[C:14]=2[N:22]=1, predict the reactants needed to synthesize it. The reactants are: Cl[C:2]1[CH:3]=[C:4]([C:9]2[N:13]3[C:14]4[N:22]=[C:21]([O:23][CH3:24])[CH:20]=[CH:19][C:15]=4[N:16]=[C:17]([CH3:18])[C:12]3=[C:11]([CH3:25])[N:10]=2)[CH:5]=[C:6](Cl)[CH:7]=1.[CH3:26][N:27]([CH3:39])[C:28](C1C=C(B(O)O)C=CC=1)=[O:29].C([O-])([O-])=O.[K+].[K+]. (2) Given the product [F:42][C:2]([F:1])([F:41])[C:3]1[CH:4]=[C:5]([C@H:13]([N:15]([CH3:40])[C:16]([N:18]2[CH2:31][CH2:30][C@:21]3([NH:25][C@@H:24]([CH2:26][OH:27])[CH2:23][CH2:22]3)[CH2:20][C@@H:19]2[C:32]2[CH:37]=[CH:36][C:35]([F:38])=[CH:34][C:33]=2[CH3:39])=[O:17])[CH3:14])[CH:6]=[C:7]([C:9]([F:12])([F:10])[F:11])[CH:8]=1, predict the reactants needed to synthesize it. The reactants are: [F:1][C:2]([F:42])([F:41])[C:3]1[CH:4]=[C:5]([C@H:13]([N:15]([CH3:40])[C:16]([N:18]2[CH2:31][CH2:30][C@:21]3([NH:25][C@@H:24]([C:26](OC)=[O:27])[CH2:23][CH2:22]3)[CH2:20][C@@H:19]2[C:32]2[CH:37]=[CH:36][C:35]([F:38])=[CH:34][C:33]=2[CH3:39])=[O:17])[CH3:14])[CH:6]=[C:7]([C:9]([F:12])([F:11])[F:10])[CH:8]=1.[BH4-].[Li+]. (3) Given the product [CH3:1][O:2][C:3]1[CH:4]=[C:5]2[C:10](=[CH:11][C:12]=1[O:13][CH3:14])[N:9]=[CH:8][CH:7]=[C:6]2[O:15][C:16]1[C:22]([CH3:23])=[CH:21][C:19]([NH:20][C:26](=[O:28])[O:50][CH:46]([CH2:45][CH2:44][N:41]2[CH2:42][CH2:43][N:38]([CH3:37])[CH2:39][CH2:40]2)[CH2:47][CH2:48][CH3:49])=[C:18]([CH3:24])[CH:17]=1, predict the reactants needed to synthesize it. The reactants are: [CH3:1][O:2][C:3]1[CH:4]=[C:5]2[C:10](=[CH:11][C:12]=1[O:13][CH3:14])[N:9]=[CH:8][CH:7]=[C:6]2[O:15][C:16]1[C:22]([CH3:23])=[CH:21][C:19]([NH2:20])=[C:18]([CH3:24])[CH:17]=1.Cl[C:26](Cl)([O:28]C(=O)OC(Cl)(Cl)Cl)Cl.[CH3:37][N:38]1[CH2:43][CH2:42][N:41]([CH2:44][CH2:45][CH:46]([OH:50])[CH2:47][CH2:48][CH3:49])[CH2:40][CH2:39]1.C(=O)(O)[O-].[Na+].